Dataset: Forward reaction prediction with 1.9M reactions from USPTO patents (1976-2016). Task: Predict the product of the given reaction. (1) Given the reactants C([O:8][C:9]1[CH:14]=[CH:13][C:12]([N:15]2[C:19]3=[N:20][CH:21]=[CH:22][CH:23]=[C:18]3[C:17]([O:24][CH3:25])=[N:16]2)=[CH:11][CH:10]=1)C1C=CC=CC=1, predict the reaction product. The product is: [CH3:25][O:24][C:17]1[C:18]2[C:19](=[N:20][CH:21]=[CH:22][CH:23]=2)[N:15]([C:12]2[CH:13]=[CH:14][C:9]([OH:8])=[CH:10][CH:11]=2)[N:16]=1. (2) Given the reactants [CH3:1][C:2]1[CH:3]=[C:4]([CH:22]=[CH:23][CH:24]=1)[C:5]([NH:7][C:8]1[C:13]([F:14])=[C:12]([F:15])[C:11]([C:16]([F:19])([F:18])[F:17])=[C:10]([F:20])[C:9]=1[F:21])=[O:6].[O-]S(C(F)(F)[F:30])(=O)=O.F[N+]1C(C)=CC(C)=CC=1C, predict the reaction product. The product is: [F:30][C:22]1[CH:23]=[CH:24][C:2]([CH3:1])=[CH:3][C:4]=1[C:5]([NH:7][C:8]1[C:9]([F:21])=[C:10]([F:20])[C:11]([C:16]([F:17])([F:18])[F:19])=[C:12]([F:15])[C:13]=1[F:14])=[O:6]. (3) Given the reactants [OH:1][CH2:2][CH2:3][C:4]([OH:6])=[O:5].[NH3:7], predict the reaction product. The product is: [OH:1][CH2:2][CH2:3][C:4]([OH:6])=[O:5].[OH:1][CH2:2][CH2:3][C:4]([O-:6])=[O:5].[NH4+:7]. (4) Given the reactants C([O:3][C:4]([C:6]1[NH:7][CH:8]=[C:9]([C:11]2[CH:16]=[CH:15][CH:14]=[CH:13][CH:12]=2)[N:10]=1)=O)C.[H-].[Al+3].[Li+].[H-].[H-].[H-], predict the reaction product. The product is: [OH:3][CH2:4][C:6]1[NH:7][CH:8]=[C:9]([C:11]2[CH:12]=[CH:13][CH:14]=[CH:15][CH:16]=2)[N:10]=1. (5) Given the reactants [F:1][C:2]([F:26])([F:25])[O:3][C:4]1[CH:24]=[CH:23][C:7]([CH2:8][O:9][CH:10]2[CH2:15][CH2:14][N:13](C(OC(C)(C)C)=O)[CH2:12][CH2:11]2)=[CH:6][CH:5]=1.Cl, predict the reaction product. The product is: [F:25][C:2]([F:1])([F:26])[O:3][C:4]1[CH:24]=[CH:23][C:7]([CH2:8][O:9][CH:10]2[CH2:15][CH2:14][NH:13][CH2:12][CH2:11]2)=[CH:6][CH:5]=1. (6) Given the reactants [CH3:1][N:2]([CH2:4][CH:5]1[C:10]([OH:19])([C:11]2[CH:16]=[C:15]([O:17][CH3:18])[CH:14]=[CH:13][CH:12]=2)[CH2:9][CH2:8][CH2:7][CH2:6]1)[CH3:3].Cl.C([O-])(=O)CCCCCCCCCCCCCCCCC.[Mg+2].C([O-])(=O)CCCCCCCCCCCCCCCCC.[Si](=O)=O, predict the reaction product. The product is: [CH3:3][N:2]([CH2:4][CH:5]1[C:10]([OH:19])([C:11]2[CH:16]=[C:15]([O:17][CH3:18])[CH:14]=[CH:13][CH:12]=2)[CH2:9][CH2:8][CH2:7][CH2:6]1)[CH3:1].